This data is from Full USPTO retrosynthesis dataset with 1.9M reactions from patents (1976-2016). The task is: Predict the reactants needed to synthesize the given product. Given the product [C:64]1([C:44]([C:70]2[CH:75]=[CH:74][CH:73]=[CH:72][CH:71]=2)([C:38]2[CH:39]=[CH:40][CH:41]=[CH:42][CH:43]=2)[N:45]2[CH:49]=[N:48][C:47]([S:50][CH2:51][CH2:52][CH2:53][CH2:54][O:55][C:56]3[CH:57]=[C:58]([CH2:59][NH2:60])[CH:61]=[CH:62][CH:63]=3)=[N:46]2)[CH:69]=[CH:68][CH:67]=[CH:66][CH:65]=1, predict the reactants needed to synthesize it. The reactants are: C1(C(C2C=CC=CC=2)(C2C=CC=CC=2)N2C=NC(SCCCOC3C=C(C=CC=3)C#N)=N2)C=CC=CC=1.[C:38]1([C:44]([C:70]2[CH:75]=[CH:74][CH:73]=[CH:72][CH:71]=2)([C:64]2[CH:69]=[CH:68][CH:67]=[CH:66][CH:65]=2)[N:45]2[CH:49]=[N:48][C:47]([S:50][CH2:51][CH2:52][CH2:53][CH2:54][O:55][C:56]3[CH:57]=[C:58]([CH:61]=[CH:62][CH:63]=3)[C:59]#[N:60])=[N:46]2)[CH:43]=[CH:42][CH:41]=[CH:40][CH:39]=1.